This data is from Forward reaction prediction with 1.9M reactions from USPTO patents (1976-2016). The task is: Predict the product of the given reaction. (1) The product is: [CH3:1][N:2]([C:14]1[N:23]=[C:22]([NH2:24])[C:21]2[C:16](=[CH:17][C:18]([O:27][CH3:28])=[C:19]([O:25][CH3:26])[CH:20]=2)[N:15]=1)[CH2:3][CH2:4][CH2:5][NH:6][C:7]([CH:9]1[O:13][CH2:12][CH2:11][CH2:10]1)=[O:8]. Given the reactants [CH3:1][N:2]([C:14]1[N:23]=[C:22]([NH2:24])[C:21]2[C:16](=[CH:17][C:18]([O:27][CH3:28])=[C:19]([O:25][CH3:26])[CH:20]=2)[N:15]=1)[CH2:3][CH2:4][CH2:5][NH:6][C:7]([CH:9]1[O:13][CH2:12][CH2:11][CH2:10]1)=[O:8].Cl.C(Cl)Cl.[OH-].[Na+], predict the reaction product. (2) Given the reactants B.[I:2][C:3]1[CH:4]=[C:5]([CH2:9][C:10](O)=[O:11])[CH:6]=[CH:7][CH:8]=1, predict the reaction product. The product is: [I:2][C:3]1[CH:4]=[C:5]([CH2:9][CH2:10][OH:11])[CH:6]=[CH:7][CH:8]=1. (3) Given the reactants Br[C:2]1[CH:3]=[C:4]([CH:8]2[N:12]([C:13]3[CH:18]=[CH:17][C:16]([F:19])=[CH:15][C:14]=3[F:20])[N:11]=[C:10]([C:21]([F:27])([F:26])[C:22]([F:25])([F:24])[F:23])[CH2:9]2)[CH:5]=[CH:6][CH:7]=1.[F:28][C:29]1[CH:34]=[CH:33][C:32](B(O)O)=[CH:31][N:30]=1.C(=O)([O-])[O-].[Na+].[Na+].CCCC, predict the reaction product. The product is: [F:20][C:14]1[CH:15]=[C:16]([F:19])[CH:17]=[CH:18][C:13]=1[N:12]1[CH:8]([C:4]2[CH:5]=[CH:6][CH:7]=[C:2]([C:32]3[CH:31]=[N:30][C:29]([F:28])=[CH:34][CH:33]=3)[CH:3]=2)[CH2:9][C:10]([C:21]([F:27])([F:26])[C:22]([F:23])([F:24])[F:25])=[N:11]1. (4) Given the reactants C[O:2][C:3](=[O:33])[CH2:4][C:5]1[CH:10]=[CH:9][CH:8]=[C:7]([O:11][C:12]2[CH:17]=[CH:16][C:15]([Br:18])=[CH:14][C:13]=2[CH2:19][N:20]([C:29]([O:31][CH3:32])=[O:30])[CH2:21][CH2:22][C:23]2[CH:28]=[CH:27][CH:26]=[CH:25][CH:24]=2)[CH:6]=1.[OH-].[Li+].Cl, predict the reaction product. The product is: [Br:18][C:15]1[CH:16]=[CH:17][C:12]([O:11][C:7]2[CH:6]=[C:5]([CH2:4][C:3]([OH:33])=[O:2])[CH:10]=[CH:9][CH:8]=2)=[C:13]([CH2:19][N:20]([C:29]([O:31][CH3:32])=[O:30])[CH2:21][CH2:22][C:23]2[CH:28]=[CH:27][CH:26]=[CH:25][CH:24]=2)[CH:14]=1. (5) Given the reactants [CH:1]12[N:8]([C:9]([O:11][C:12]([CH3:15])([CH3:14])[CH3:13])=[O:10])[CH:5]([CH2:6][CH2:7]1)[CH2:4][NH:3][CH2:2]2.O.[O:17]1[CH2:19][CH:18]1[CH2:20][O:21][C:22]1[CH:29]=[CH:28][C:25]([C:26]#[N:27])=[CH:24][CH:23]=1, predict the reaction product. The product is: [C:26]([C:25]1[CH:28]=[CH:29][C:22]([O:21][CH2:20][CH:18]([OH:17])[CH2:19][N:3]2[CH2:4][CH:5]3[N:8]([C:9]([O:11][C:12]([CH3:15])([CH3:14])[CH3:13])=[O:10])[CH:1]([CH2:7][CH2:6]3)[CH2:2]2)=[CH:23][CH:24]=1)#[N:27].